Predict which catalyst facilitates the given reaction. From a dataset of Catalyst prediction with 721,799 reactions and 888 catalyst types from USPTO. (1) The catalyst class is: 13. Reactant: [NH2:1][C:2]1[C:11]([NH2:12])=[C:10]2[C:5]([C:6](=[O:23])[C:7]([C:16]3[CH:21]=[CH:20][C:19]([Cl:22])=[CH:18][CH:17]=3)=[C:8]([CH:13]([CH3:15])[CH3:14])[O:9]2)=[CH:4][CH:3]=1.Cl.[C:25](O)(=O)[CH3:26]. Product: [Cl:22][C:19]1[CH:18]=[CH:17][C:16]([C:7]2[C:6](=[O:23])[C:5]3[CH:4]=[CH:3][C:2]4[NH:1][C:25]([CH3:26])=[N:12][C:11]=4[C:10]=3[O:9][C:8]=2[CH:13]([CH3:14])[CH3:15])=[CH:21][CH:20]=1. (2) Reactant: [N:1]([C:4]1[C:5]([F:19])=[C:6]([CH:11]2[CH2:15][N:14]([CH2:16]O)[C:13](=[O:18])[CH2:12]2)[CH:7]=[CH:8][C:9]=1[F:10])=[N+:2]=[N-:3].[NH:20]1[CH:24]=[CH:23][N:22]=[CH:21]1. The catalyst class is: 2. Product: [N:1]([C:4]1[C:5]([F:19])=[C:6]([CH:11]2[CH2:15][N:14]([CH2:16][N:20]3[CH:24]=[CH:23][N:22]=[CH:21]3)[C:13](=[O:18])[CH2:12]2)[CH:7]=[CH:8][C:9]=1[F:10])=[N+:2]=[N-:3]. (3) Reactant: [NH2:1][C:2]1[CH:3]=[N:4][CH:5]=[CH:6][CH:7]=1.Cl.Cl[CH2:10][CH2:11][NH:12][CH2:13][CH2:14]Cl. Product: [N:4]1[CH:5]=[CH:6][CH:7]=[C:2]([N:1]2[CH2:14][CH2:13][NH:12][CH2:11][CH2:10]2)[CH:3]=1. The catalyst class is: 673. (4) Reactant: [Cl:1][C:2]1[CH:7]=[CH:6][C:5]([S:8][C:9]2[C:10]([I:14])=[N:11][NH:12][CH:13]=2)=[CH:4][CH:3]=1.C([O-])([O-])=O.[K+].[K+].I[CH2:22][CH3:23]. Product: [Cl:1][C:2]1[CH:3]=[CH:4][C:5]([S:8][C:9]2[C:10]([I:14])=[N:11][N:12]([CH2:22][CH3:23])[CH:13]=2)=[CH:6][CH:7]=1. The catalyst class is: 21.